This data is from Reaction yield outcomes from USPTO patents with 853,638 reactions. The task is: Predict the reaction yield, written as a fraction of the theoretical maximum amount of product (1.0 means a 100% yield; for example, 0.34 means a 34% yield). The reactants are Cl.[F:2][C:3]1[C:4]([C:28]2[CH:33]=[CH:32][C:31]([O:34][CH3:35])=[CH:30][C:29]=2[F:36])=[CH:5][C:6](=[O:27])[N:7]([CH2:9][CH2:10][C@@:11]([CH3:26])([S:22]([CH3:25])(=[O:24])=[O:23])[C:12]([NH:14][O:15]C2CCCCO2)=[O:13])[CH:8]=1.O. The catalyst is O1CCOCC1.C(Cl)Cl. The product is [F:2][C:3]1[C:4]([C:28]2[CH:33]=[CH:32][C:31]([O:34][CH3:35])=[CH:30][C:29]=2[F:36])=[CH:5][C:6](=[O:27])[N:7]([CH2:9][CH2:10][C@@:11]([CH3:26])([S:22]([CH3:25])(=[O:24])=[O:23])[C:12]([NH:14][OH:15])=[O:13])[CH:8]=1. The yield is 0.580.